Dataset: Forward reaction prediction with 1.9M reactions from USPTO patents (1976-2016). Task: Predict the product of the given reaction. (1) Given the reactants [Cl:1][C:2]1[CH:3]=[C:4](I)[C:5]2[N:6]([N:8]=[CH:9][N:10]=2)[CH:7]=1.[CH3:12][CH:13]1[CH2:17][CH2:16][CH2:15][N:14]1[C:18]1[N:23]=[C:22]([NH2:24])[CH:21]=[CH:20][CH:19]=1.CC(C1C=C(C(C)C)C(C2C=CC=CC=2P(C2CCCCC2)C2CCCCC2)=C(C(C)C)C=1)C.C([O-])([O-])=O.[Cs+].[Cs+], predict the reaction product. The product is: [Cl:1][C:2]1[CH:3]=[C:4]([NH:24][C:22]2[CH:21]=[CH:20][CH:19]=[C:18]([N:14]3[CH2:15][CH2:16][CH2:17][CH:13]3[CH3:12])[N:23]=2)[C:5]2[N:6]([N:8]=[CH:9][N:10]=2)[CH:7]=1. (2) Given the reactants [OH:1][C:2]1[CH:3]=[C:4]([CH:8]=[CH:9][C:10]=1[O:11][CH3:12])[C:5]([OH:7])=O.[CH3:13][O:14][C:15]1[CH:16]=[C:17]([CH:19]=[C:20]([O:24][CH3:25])[C:21]=1[O:22][CH3:23])[NH2:18], predict the reaction product. The product is: [CH3:25][O:24][C:20]1[CH:19]=[C:17]([NH:18][C:5](=[O:7])[C:4]2[CH:8]=[CH:9][C:10]([O:11][CH3:12])=[C:2]([OH:1])[CH:3]=2)[CH:16]=[C:15]([O:14][CH3:13])[C:21]=1[O:22][CH3:23].